This data is from Catalyst prediction with 721,799 reactions and 888 catalyst types from USPTO. The task is: Predict which catalyst facilitates the given reaction. Reactant: [Br:1][C:2]1[CH:3]=[CH:4][C:5]([NH:10][CH2:11][C:12]#[N:13])=[C:6]([CH:9]=1)[C:7]#[N:8].C([O-])([O-])=O.[K+].[K+]. The catalyst class is: 88. Product: [NH2:8][C:7]1[C:6]2[C:5](=[CH:4][CH:3]=[C:2]([Br:1])[CH:9]=2)[NH:10][C:11]=1[C:12]#[N:13].